Predict which catalyst facilitates the given reaction. From a dataset of Catalyst prediction with 721,799 reactions and 888 catalyst types from USPTO. (1) Reactant: [OH:1][CH2:2][C@H:3]([NH:6][C:7]1[N:12]=[C:11]([NH:13][CH2:14][C:15]2[CH:20]=[CH:19][C:18]([C:21]3[CH:26]=[CH:25][CH:24]=[CH:23][N:22]=3)=[CH:17][CH:16]=2)[N:10]2[N:27]=[CH:28][C:29]([CH:30]([CH3:32])[CH3:31])=[C:9]2[N:8]=1)[CH2:4][CH3:5].[C:33]([OH:40])(=[O:39])/[CH:34]=[CH:35]/[C:36]([OH:38])=[O:37]. The catalyst class is: 863. Product: [C:33]([OH:40])(=[O:39])/[CH:34]=[CH:35]/[C:36]([OH:38])=[O:37].[OH:1][CH2:2][C@H:3]([NH:6][C:7]1[N:12]=[C:11]([NH:13][CH2:14][C:15]2[CH:16]=[CH:17][C:18]([C:21]3[CH:26]=[CH:25][CH:24]=[CH:23][N:22]=3)=[CH:19][CH:20]=2)[N:10]2[N:27]=[CH:28][C:29]([CH:30]([CH3:31])[CH3:32])=[C:9]2[N:8]=1)[CH2:4][CH3:5]. (2) Reactant: [F:1][C:2]1[N:7]=[C:6]([CH3:8])[C:5]([C:9]2[C:10](=[O:35])[NH:11][C:12](=[O:34])[N:13]([CH2:15][CH2:16][CH2:17][N:18]3[CH2:23][C@H:22]4[C@:20]([C:24]5[CH:29]=[CH:28][C:27]([C:30]([F:33])([F:32])[F:31])=[CH:26][CH:25]=5)([CH2:21]4)[CH2:19]3)[CH:14]=2)=[CH:4][CH:3]=1.[ClH:36]. Product: [ClH:36].[ClH:36].[F:1][C:2]1[N:7]=[C:6]([CH3:8])[C:5]([C:9]2[C:10](=[O:35])[NH:11][C:12](=[O:34])[N:13]([CH2:15][CH2:16][CH2:17][N:18]3[CH2:23][C@H:22]4[C@:20]([C:24]5[CH:25]=[CH:26][C:27]([C:30]([F:33])([F:32])[F:31])=[CH:28][CH:29]=5)([CH2:21]4)[CH2:19]3)[CH:14]=2)=[CH:4][CH:3]=1. The catalyst class is: 12. (3) Reactant: Cl[C:2]1[C:11]2[C:6](=[CH:7][CH:8]=[CH:9][CH:10]=2)[C:5]([Cl:12])=[N:4][N:3]=1.[CH2:13]1[CH:22]2[CH:17]([CH2:18][CH2:19][CH2:20][CH2:21]2)[CH2:16][CH2:15][NH:14]1.C(=O)([O-])[O-].[K+].[K+]. Product: [Cl:12][C:5]1[C:6]2[C:11](=[CH:10][CH:9]=[CH:8][CH:7]=2)[C:2]([N:14]2[CH2:15][CH2:16][CH:17]3[CH:22]([CH2:21][CH2:20][CH2:19][CH2:18]3)[CH2:13]2)=[N:3][N:4]=1. The catalyst class is: 16. (4) Reactant: [CH:1](=O)[C:2]1[CH:7]=[CH:6][CH:5]=[CH:4][CH:3]=1.[NH2:9][C:10]1[CH:11]=[C:12]([C:20]2[CH:25]=[CH:24][CH:23]=[C:22]([CH:26]([OH:28])[CH3:27])[CH:21]=2)[CH:13]=[CH:14][C:15]=1[O:16][CH:17]([F:19])[F:18].C(O[BH-](OC(=O)C)OC(=O)C)(=O)C.[Na+].CC(O)=O. Product: [CH2:1]([NH:9][C:10]1[CH:11]=[C:12]([C:20]2[CH:25]=[CH:24][CH:23]=[C:22]([CH:26]([OH:28])[CH3:27])[CH:21]=2)[CH:13]=[CH:14][C:15]=1[O:16][CH:17]([F:18])[F:19])[C:2]1[CH:7]=[CH:6][CH:5]=[CH:4][CH:3]=1. The catalyst class is: 2. (5) Reactant: [NH:1]([C:18]([O:20]CC1C2C(=CC=CC=2)C2C1=CC=CC=2)=O)[C@H:2]([C:15]([OH:17])=[O:16])[CH2:3][C:4]1[CH:9]=[CH:8][C:7]([O:10]C(C)(C)C)=[CH:6][CH:5]=1.[F:35][C:36]1[CH:41]=[CH:40][C:39]([C:42]2[N:47]=[C:46]([O:48][CH2:49][CH2:50][CH2:51][CH2:52][CH2:53]C(O)=O)[CH:45]=[C:44]([C:57]3[CH:62]=[CH:61][CH:60]=[CH:59][CH:58]=3)[CH:43]=2)=[CH:38][CH:37]=1.CN(C(ON1N=NC2C=CC=CC1=2)=[N+](C)C)C.F[P-](F)(F)(F)(F)F.C1C=CC2N(O)N=NC=2C=1. Product: [F:35][C:36]1[CH:41]=[CH:40][C:39]([C:42]2[N:47]=[C:46]([O:48][CH2:49][CH2:50][CH2:51][CH2:52][CH2:53][C:18]([NH:1][C@H:2]([C:15]([OH:17])=[O:16])[CH2:3][C:4]3[CH:5]=[CH:6][C:7]([OH:10])=[CH:8][CH:9]=3)=[O:20])[CH:45]=[C:44]([C:57]3[CH:58]=[CH:59][CH:60]=[CH:61][CH:62]=3)[CH:43]=2)=[CH:38][CH:37]=1. The catalyst class is: 3.